The task is: Binary Classification. Given a drug SMILES string, predict its activity (active/inactive) in a high-throughput screening assay against a specified biological target.. This data is from Tyrosyl-DNA phosphodiesterase HTS with 341,365 compounds. (1) The result is 0 (inactive). The compound is Clc1ccc(CNC(=O)C2CCCN(C2)c2nnc(c3c2nn(c3C)c2ccc(cc2)C)C)cc1. (2) The drug is Fc1c(N2CCCCCC2)ccc(c1)C(=O)CC. The result is 0 (inactive). (3) The drug is S(CC(=O)N1CCC(CC1)C)c1n[nH]c(c1[N+]([O-])=O)C. The result is 0 (inactive). (4) The drug is s1c(C(=O)Nc2c(OC)cc(NC(=O)CCn3nnc4c3cccc4)c(OC)c2)ccc1. The result is 0 (inactive). (5) The compound is S1\C(=C2\c3c(N(C2=O)CC(=O)Nc2cc(ccc2)C)cccc3)C(=O)N(CC2OCCC2)C1=S. The result is 0 (inactive). (6) The compound is o1c(C(=O)NCCc2cc3c([nH]c2=O)cc(OC)cc3)cc2c1cccc2. The result is 0 (inactive). (7) The molecule is Clc1ccc(S(=O)(=O)N2CCC(CC2)C(=O)NCc2c(CN3CCCC3)cccc2)cc1. The result is 0 (inactive). (8) The drug is O(c1c(OCC)cc(cc1OCC)C(=O)Nc1n(c(=O)n(c(=O)c1)C)C)CC. The result is 0 (inactive). (9) The compound is OCC1(CCCN(C1)CC)Cc1ccccc1. The result is 0 (inactive).